From a dataset of Forward reaction prediction with 1.9M reactions from USPTO patents (1976-2016). Predict the product of the given reaction. (1) Given the reactants [CH3:1][O:2][C:3]1[CH:4]=[C:5]([CH:8]=[CH:9][C:10]=1[O:11][CH3:12])[CH:6]=O.C(O)(=O)[CH2:14][C:15]([OH:17])=[O:16].N1CCCCC1, predict the reaction product. The product is: [CH3:1][O:2][C:3]1[CH:4]=[C:5]([CH:6]=[CH:14][C:15]([OH:17])=[O:16])[CH:8]=[CH:9][C:10]=1[O:11][CH3:12]. (2) Given the reactants C[O:2][C:3](=[O:48])[CH2:4][NH:5][C:6]([NH:8][CH2:9][CH2:10][NH:11][C:12]([NH:14][C:15]1[CH:20]=[CH:19][CH:18]=[C:17]([CH3:21])[C:16]=1[C:22]1[CH:27]=[CH:26][CH:25]=[C:24]([S:28]([C:31]2[CH:35]=[C:34]([C:36]([NH:38][C:39]([O:41][C:42]([CH3:45])([CH3:44])[CH3:43])=[O:40])=[NH:37])[S:33][C:32]=2[S:46][CH3:47])(=[O:30])=[O:29])[CH:23]=1)=[O:13])=[O:7].[OH-].[Na+], predict the reaction product. The product is: [C:42]([O:41][C:39]([NH:38][C:36](=[NH:37])[C:34]1[S:33][C:32]([S:46][CH3:47])=[C:31]([S:28]([C:24]2[CH:23]=[C:22]([C:16]3[C:17]([CH3:21])=[CH:18][CH:19]=[CH:20][C:15]=3[NH:14][C:12](=[O:13])[NH:11][CH2:10][CH2:9][NH:8][C:6](=[O:7])[NH:5][CH2:4][C:3]([OH:48])=[O:2])[CH:27]=[CH:26][CH:25]=2)(=[O:30])=[O:29])[CH:35]=1)=[O:40])([CH3:45])([CH3:43])[CH3:44]. (3) Given the reactants [N+:1]([C:4]1[CH:13]=[CH:12][CH:11]=[C:10]2[C:5]=1[CH:6]=[CH:7][C:8](Cl)=[N:9]2)([O-])=O.[F:15][C:16]1[CH:17]=[C:18]([S:24](Cl)(=[O:26])=[O:25])[CH:19]=[C:20]([F:23])[C:21]=1[F:22].[CH3:28][O:29][C:30]1[CH:31]=[CH:32][CH:33]=[C:34]2[C:38]=1[CH:37]([NH2:39])[CH2:36][CH2:35]2, predict the reaction product. The product is: [F:15][C:16]1[CH:17]=[C:18]([S:24]([NH:1][C:4]2[CH:13]=[CH:12][CH:11]=[C:10]3[C:5]=2[CH:6]=[CH:7][C:8]([NH:39][CH:37]2[C:38]4[C:34](=[CH:33][CH:32]=[CH:31][C:30]=4[O:29][CH3:28])[CH2:35][CH2:36]2)=[N:9]3)(=[O:26])=[O:25])[CH:19]=[C:20]([F:23])[C:21]=1[F:22]. (4) Given the reactants [CH3:1][C@@H:2]1[CH2:7][NH:6][CH2:5][CH2:4][NH:3]1.CCN(C(C)C)C(C)C.Cl[C:18]([O:20][CH2:21][C:22]1[CH:27]=[CH:26][CH:25]=[CH:24][CH:23]=1)=[O:19], predict the reaction product. The product is: [CH3:1][C@H:2]1[NH:3][CH2:4][CH2:5][N:6]([C:18]([O:20][CH2:21][C:22]2[CH:27]=[CH:26][CH:25]=[CH:24][CH:23]=2)=[O:19])[CH2:7]1.